Dataset: Forward reaction prediction with 1.9M reactions from USPTO patents (1976-2016). Task: Predict the product of the given reaction. (1) Given the reactants C1(CCO)CC1.[CH3:7][C:8]1([CH3:17])[C@H:13]2[CH2:14][C@@H:9]1[CH2:10][CH2:11][C@@H:12]2[CH2:15][OH:16].FC1C=C(F)C(F)=CC=1C(NS(C)(=O)=O)=O.[Cl:34][C:35]1[C:36](F)=[CH:37][C:38]([F:48])=[C:39]([CH:47]=1)[C:40]([NH:42][S:43]([CH3:46])(=[O:45])=[O:44])=[O:41], predict the reaction product. The product is: [Cl:34][C:35]1[C:36]([O:16][CH2:15][C@H:12]2[CH2:11][CH2:10][C@H:9]3[CH2:14][C@@H:13]2[C:8]3([CH3:17])[CH3:7])=[CH:37][C:38]([F:48])=[C:39]([CH:47]=1)[C:40]([NH:42][S:43]([CH3:46])(=[O:44])=[O:45])=[O:41]. (2) Given the reactants [Cl:1][C:2]1[CH:7]=[CH:6][C:5]([N:8]=[C:9]=[O:10])=[CH:4][CH:3]=1.[CH3:11][CH:12]([CH3:35])[CH:13]([NH:18][C:19]([C:21]1[S:22][C:23]([C:26]2[CH:31]=[CH:30][C:29]([N+:32]([O-])=O)=[CH:28][CH:27]=2)=[CH:24][N:25]=1)=[O:20])[C:14]([O:16][CH3:17])=[O:15], predict the reaction product. The product is: [Cl:1][C:2]1[CH:7]=[CH:6][C:5]([NH:8][C:9](=[O:10])[NH:32][C:29]2[CH:30]=[CH:31][C:26]([C:23]3[S:22][C:21]([C:19]([NH:18][C@@H:13]([CH:12]([CH3:35])[CH3:11])[C:14]([O:16][CH3:17])=[O:15])=[O:20])=[N:25][CH:24]=3)=[CH:27][CH:28]=2)=[CH:4][CH:3]=1. (3) Given the reactants C(OC(=O)[NH:7][C:8]([CH3:39])([CH2:36][CH2:37][CH3:38])[CH2:9][NH:10][C:11]([C:13]1[C:14]([CH3:35])=[N:15][N:16]2[C:21]([O:22][CH2:23][C:24]3[C:29]([F:30])=[CH:28][CH:27]=[C:26]([O:31][CH3:32])[C:25]=3[F:33])=[CH:20][C:19]([CH3:34])=[CH:18][C:17]=12)=[O:12])(C)(C)C.FC(F)(F)C(O)=O, predict the reaction product. The product is: [NH2:7][C:8]([CH3:39])([CH2:36][CH2:37][CH3:38])[CH2:9][NH:10][C:11]([C:13]1[C:14]([CH3:35])=[N:15][N:16]2[C:21]([O:22][CH2:23][C:24]3[C:29]([F:30])=[CH:28][CH:27]=[C:26]([O:31][CH3:32])[C:25]=3[F:33])=[CH:20][C:19]([CH3:34])=[CH:18][C:17]=12)=[O:12]. (4) The product is: [C:2]([C:7]1[S:11][C:10]([CH2:12][N:13]2[CH:17]=[C:16]([NH:18][C:25]([C:23]3[N:24]=[C:20]([CH3:19])[O:21][C:22]=3[C:28]3[CH:33]=[CH:32][CH:31]=[C:30]([O:34][C:35]([F:37])([F:36])[F:38])[CH:29]=3)=[O:26])[CH:15]=[N:14]2)=[CH:9][CH:8]=1)(=[O:6])[CH3:1]. Given the reactants [CH3:1][C:2]1([C:7]2[S:11][C:10]([CH2:12][N:13]3[CH:17]=[C:16]([NH2:18])[CH:15]=[N:14]3)=[CH:9][CH:8]=2)[O:6]CCO1.[CH3:19][C:20]1[O:21][C:22]([C:28]2[CH:33]=[CH:32][CH:31]=[C:30]([O:34][C:35]([F:38])([F:37])[F:36])[CH:29]=2)=[C:23]([C:25](O)=[O:26])[N:24]=1, predict the reaction product.